Dataset: Forward reaction prediction with 1.9M reactions from USPTO patents (1976-2016). Task: Predict the product of the given reaction. (1) Given the reactants C1(P(C2C=CC=CC=2)C2C=CC=CC=2)C=CC=CC=1.Cl[C:21]1[CH:28]=[CH:27][C:24]([C:25]#[N:26])=[CH:23][N:22]=1.[CH3:29][C:30]1([CH3:42])[C:39]2[C:34](=[CH:35][CH:36]=[C:37]([C:40]#[CH:41])[CH:38]=2)[S:33][CH2:32][CH2:31]1.C(N(CC)CC)C, predict the reaction product. The product is: [CH3:29][C:30]1([CH3:42])[C:39]2[C:34](=[CH:35][CH:36]=[C:37]([C:40]#[C:41][C:21]3[CH:28]=[CH:27][C:24]([C:25]#[N:26])=[CH:23][N:22]=3)[CH:38]=2)[S:33][CH2:32][CH2:31]1. (2) Given the reactants [C:1]([O:5][C:6]([N:8]1[C:12]2[CH:13]=[C:14]([CH2:16][OH:17])[S:15][C:11]=2[C:10]([I:18])=[N:9]1)=[O:7])([CH3:4])([CH3:3])[CH3:2].C(N(CC)CC)C.[CH3:26][S:27](Cl)(=[O:29])=[O:28], predict the reaction product. The product is: [C:1]([O:5][C:6]([N:8]1[C:12]2[CH:13]=[C:14]([CH2:16][O:17][S:27]([CH3:26])(=[O:29])=[O:28])[S:15][C:11]=2[C:10]([I:18])=[N:9]1)=[O:7])([CH3:4])([CH3:2])[CH3:3]. (3) Given the reactants [N:1]1[CH:6]=[CH:5][CH:4]=[CH:3][C:2]=1[C:7]1[O:8][C:9]2[CH2:10][N:11]([C:16]3[CH:17]=[C:18]([CH:21]=[CH:22][CH:23]=3)[C:19]#[N:20])[CH2:12][CH2:13][C:14]=2[N:15]=1.C1C=C(Cl)C=C(C(OO)=[O:32])C=1, predict the reaction product. The product is: [C:19]([C:18]1[CH:17]=[C:16]([N:11]2[CH2:12][CH2:13][C:14]3[N:15]=[C:7]([C:2]4[CH:3]=[CH:4][CH:5]=[CH:6][N+:1]=4[O-:32])[O:8][C:9]=3[CH2:10]2)[CH:23]=[CH:22][CH:21]=1)#[N:20]. (4) Given the reactants C(OC([N:8]1[CH2:13][CH2:12][CH:11]([CH2:14][CH2:15][C:16]([N:18]2[CH2:23][CH2:22][CH2:21][C@@H:20]([C:24]([NH:26][CH:27]([C:32]3[CH:37]=[CH:36][CH:35]=[C:34]([O:38][CH2:39][CH2:40][F:41])[CH:33]=3)[CH2:28][C:29]([OH:31])=[O:30])=[O:25])[CH2:19]2)=[O:17])[CH2:10][CH2:9]1)=O)(C)(C)C.Cl, predict the reaction product. The product is: [F:41][CH2:40][CH2:39][O:38][C:34]1[CH:35]=[CH:36][CH:37]=[C:32]([C@@H:27]([NH:26][C:24]([C@@H:20]2[CH2:21][CH2:22][CH2:23][N:18]([C:16](=[O:17])[CH2:15][CH2:14][CH:11]3[CH2:10][CH2:9][NH:8][CH2:13][CH2:12]3)[CH2:19]2)=[O:25])[CH2:28][C:29]([OH:31])=[O:30])[CH:33]=1.